From a dataset of Full USPTO retrosynthesis dataset with 1.9M reactions from patents (1976-2016). Predict the reactants needed to synthesize the given product. (1) Given the product [C:1]1([CH3:37])[CH:6]=[CH:5][CH:4]=[CH:3][C:2]=1[O:7][C:8]1[CH:13]=[CH:12][CH:11]=[CH:10][C:9]=1[C@:14]([C@@H:22]1[CH2:27][CH2:26][CH2:25][N:24]([C:28]([C@@H:30]2[CH2:34][C@@H:33]([OH:35])[C@H:32]([N:44]([CH3:43])[CH3:38])[CH2:31]2)=[O:29])[CH2:23]1)([OH:21])[CH2:15][CH2:16][CH2:17][CH2:18][O:19][CH3:20], predict the reactants needed to synthesize it. The reactants are: [C:1]1([CH3:37])[CH:6]=[CH:5][CH:4]=[CH:3][C:2]=1[O:7][C:8]1[CH:13]=[CH:12][CH:11]=[CH:10][C:9]=1[C@:14]([C@@H:22]1[CH2:27][CH2:26][CH2:25][N:24]([C:28]([C@@H:30]2[CH2:34][C@@H:33]([OH:35])[C@H:32](N)[CH2:31]2)=[O:29])[CH2:23]1)([OH:21])[CH2:15][CH2:16][CH2:17][CH2:18][O:19][CH3:20].[CH2:38]=O.[OH-].[K+].[BH3-][C:43]#[N:44].[Na+]. (2) Given the product [F:32][C:31]([F:33])([F:34])[O:30][C:27]1[CH:28]=[CH:29][C:24]([CH2:23][O:3][C:4]2[CH:9]=[CH:8][C:7]([N:10]3[C:14]4[CH:15]=[CH:16][C:17]([C:19]([OH:21])=[O:20])=[CH:18][C:13]=4[N:12]=[N:11]3)=[CH:6][CH:5]=2)=[CH:25][CH:26]=1, predict the reactants needed to synthesize it. The reactants are: [H-].[Na+].[OH:3][C:4]1[CH:9]=[CH:8][C:7]([N:10]2[C:14]3[CH:15]=[CH:16][C:17]([C:19]([OH:21])=[O:20])=[CH:18][C:13]=3[N:12]=[N:11]2)=[CH:6][CH:5]=1.Br[CH2:23][C:24]1[CH:29]=[CH:28][C:27]([O:30][C:31]([F:34])([F:33])[F:32])=[CH:26][CH:25]=1.[OH-].[Na+]. (3) Given the product [Br:30][CH2:29][CH2:28][CH2:27][CH2:26][CH2:25][CH2:24][CH2:23][CH2:22][CH2:21][CH2:20][CH2:19][CH2:18][O:16][CH2:3][CH2:4][CH2:5][CH2:6][CH2:7][CH2:8][CH2:9][CH2:10][CH2:11][CH2:12][CH2:13][CH2:14][O:15][CH2:18][CH2:19][CH2:20][CH2:21][CH2:22][CH2:23][CH2:24][CH2:25][CH2:26][CH2:27][CH2:28][CH2:29][Br:30], predict the reactants needed to synthesize it. The reactants are: [H-].[Na+].[CH2:3]([OH:16])[CH2:4][CH2:5][CH2:6][CH2:7][CH2:8][CH2:9][CH2:10][CH2:11][CH2:12][CH2:13][CH2:14][OH:15].Br[CH2:18][CH2:19][CH2:20][CH2:21][CH2:22][CH2:23][CH2:24][CH2:25][CH2:26][CH2:27][CH2:28][CH2:29][Br:30].O. (4) The reactants are: [CH:1]([C:3]1[CH:28]=[CH:27][C:6]([C:7]([NH:9][C:10]2[CH:15]=[CH:14][CH:13]=[CH:12][C:11]=2/[CH:16]=[CH:17]/[C:18]2[C:26]3[C:21](=[CH:22][CH:23]=[CH:24][CH:25]=3)[NH:20][N:19]=2)=[O:8])=[CH:5][CH:4]=1)=O.C(O)(=O)C.[NH:33]1[CH2:38][CH2:37][O:36][CH2:35][CH2:34]1.C(O[BH-](OC(=O)C)OC(=O)C)(=O)C.[Na+]. Given the product [NH:20]1[C:21]2[C:26](=[CH:25][CH:24]=[CH:23][CH:22]=2)[C:18](/[CH:17]=[CH:16]/[C:11]2[CH:12]=[CH:13][CH:14]=[CH:15][C:10]=2[NH:9][C:7](=[O:8])[C:6]2[CH:27]=[CH:28][C:3]([CH2:1][N:33]3[CH2:38][CH2:37][O:36][CH2:35][CH2:34]3)=[CH:4][CH:5]=2)=[N:19]1, predict the reactants needed to synthesize it.